Dataset: Full USPTO retrosynthesis dataset with 1.9M reactions from patents (1976-2016). Task: Predict the reactants needed to synthesize the given product. (1) Given the product [CH2:28]([N:35]1[C:36]2=[N:40][C:2]([C:1]([O:8][CH2:9][CH3:10])=[O:7])=[C:19]([O:18][CH2:11][C:12]3[CH:13]=[CH:14][CH:15]=[CH:16][CH:17]=3)[C:20](=[O:22])[N:37]2[CH2:38][CH2:39]1)[C:29]1[CH:30]=[CH:31][CH:32]=[CH:33][CH:34]=1, predict the reactants needed to synthesize it. The reactants are: [C:1]([O:8][CH2:9][CH3:10])(=[O:7])[C:2](OCC)=O.[CH2:11]([O:18][CH2:19][C:20]([O:22]CC)=O)[C:12]1[CH:17]=[CH:16][CH:15]=[CH:14][CH:13]=1.[H-].[Na+].Br.[CH2:28]([N:35]1[CH2:39][CH2:38][N:37]=[C:36]1[NH2:40])[C:29]1[CH:34]=[CH:33][CH:32]=[CH:31][CH:30]=1. (2) Given the product [CH2:4]([O:6][C:7]([C:8]1[CH:9]=[C:10]([CH2:11][CH2:12][C:13]2[CH:18]=[CH:17][CH:16]=[CH:15][CH:14]=2)[NH:3][N:2]=1)=[O:21])[CH3:5], predict the reactants needed to synthesize it. The reactants are: O.[NH2:2][NH2:3].[CH2:4]([O:6][C:7](=[O:21])[C:8](=O)[CH2:9][C:10](=O)[CH2:11][CH2:12][C:13]1[CH:18]=[CH:17][CH:16]=[CH:15][CH:14]=1)[CH3:5]. (3) Given the product [OH:13][CH2:12][C:11]1[C:6]2[N:7]([CH:17]=[C:4]([CH:1]([CH3:3])[CH3:2])[N:5]=2)[CH:8]=[CH:9][CH:10]=1, predict the reactants needed to synthesize it. The reactants are: [CH:1]([C:4]1[N:5]=[C:6]2[C:11]([C:12](OCC)=[O:13])=[CH:10][CH:9]=[CH:8][N:7]2[CH:17]=1)([CH3:3])[CH3:2].[K+].[Br-]. (4) Given the product [F:1][C:2]1[CH:10]=[CH:9][CH:8]=[C:7]2[C:3]=1[CH:4]=[CH:5][N:6]2[C@H:14]([CH3:18])[C:15]([OH:17])=[O:16], predict the reactants needed to synthesize it. The reactants are: [F:1][C:2]1[CH:10]=[CH:9][CH:8]=[C:7]2[C:3]=1[CH:4]=[CH:5][NH:6]2.[H-].[Na+].Br[C@@H:14]([CH3:18])[C:15]([OH:17])=[O:16].O. (5) Given the product [NH2:9][C:5]1[CH:6]=[CH:7][CH:8]=[C:3]([S:2]([CH3:1])=[O:14])[C:4]=1[OH:12], predict the reactants needed to synthesize it. The reactants are: [CH3:1][S:2][C:3]1[CH:8]=[CH:7][CH:6]=[C:5]([N+:9]([O-])=O)[C:4]=1[OH:12].B1([O-])O[O:14]1.O.O.O.O.[Na+].C(=O)(O)[O-].[Na+]. (6) Given the product [OH:10][C:11]1[N:16]=[C:15]([OH:17])[C:14]([N+:1]([O-:4])=[O:2])=[C:13]([O:18][CH3:19])[N:12]=1, predict the reactants needed to synthesize it. The reactants are: [N+:1]([O-:4])(O)=[O:2].S(=O)(=O)(O)O.[OH:10][C:11]1[N:16]=[C:15]([OH:17])[CH:14]=[C:13]([O:18][CH3:19])[N:12]=1.